From a dataset of Full USPTO retrosynthesis dataset with 1.9M reactions from patents (1976-2016). Predict the reactants needed to synthesize the given product. (1) Given the product [CH2:15]([N:7]1[CH2:6][CH2:5][NH:4][CH2:3][C@@H:2]1[CH3:1])[C:16]1[CH:21]=[CH:20][CH:19]=[CH:18][CH:17]=1, predict the reactants needed to synthesize it. The reactants are: [CH3:1][C@@H:2]1[NH:7][CH2:6][CH2:5][N:4](C(OC(C)(C)C)=O)[CH2:3]1.[CH2:15](Br)[C:16]1[CH:21]=[CH:20][CH:19]=[CH:18][CH:17]=1.C(N(CC)CC)C. (2) Given the product [F:35][CH:2]([F:1])[C:3]1[CH:8]=[CH:7][N:6]=[C:5]([NH:9][C:10]2[N:15]=[C:14]([C:16]3[CH:17]=[N:18][C:19]([C@@:22]([C@H:25]4[CH2:30][CH2:29][C@H:28]([C:31]([O:33][C:36]5[CH:41]=[CH:40][CH:39]=[CH:38][CH:37]=5)=[O:32])[CH2:27][CH2:26]4)([OH:24])[CH3:23])=[CH:20][CH:21]=3)[CH:13]=[C:12]([CH3:34])[CH:11]=2)[CH:4]=1, predict the reactants needed to synthesize it. The reactants are: [F:1][CH:2]([F:35])[C:3]1[CH:8]=[CH:7][N:6]=[C:5]([NH:9][C:10]2[N:15]=[C:14]([C:16]3[CH:17]=[N:18][C:19]([C@@:22]([C@H:25]4[CH2:30][CH2:29][C@H:28]([C:31]([OH:33])=[O:32])[CH2:27][CH2:26]4)([OH:24])[CH3:23])=[CH:20][CH:21]=3)[CH:13]=[C:12]([CH3:34])[CH:11]=2)[CH:4]=1.[C:36]1(O)[CH:41]=[CH:40][CH:39]=[CH:38][CH:37]=1.C1CN([P+](Br)(N2CCCC2)N2CCCC2)CC1.F[P-](F)(F)(F)(F)F.CCN(C(C)C)C(C)C.